Dataset: Forward reaction prediction with 1.9M reactions from USPTO patents (1976-2016). Task: Predict the product of the given reaction. Given the reactants [CH2:1]1[CH:3]2[C:4]([O:6][C:7](=[O:8])[CH:2]12)=O.[NH2:9][CH2:10][CH2:11][CH2:12][OH:13], predict the reaction product. The product is: [OH:13][CH2:12][CH2:11][CH2:10][N:9]1[C:7](=[O:8])[CH:2]2[CH:3]([CH2:1]2)[C:4]1=[O:6].